Dataset: Catalyst prediction with 721,799 reactions and 888 catalyst types from USPTO. Task: Predict which catalyst facilitates the given reaction. (1) Reactant: [Cl:1][C:2]1[C:11]2[C:10](=O)[O:9]C(=O)[NH:7][C:6]=2[CH:5]=[CH:4][CH:3]=1.[NH3:14]. Product: [NH2:7][C:6]1[CH:5]=[CH:4][CH:3]=[C:2]([Cl:1])[C:11]=1[C:10]([NH2:14])=[O:9]. The catalyst class is: 14. (2) The catalyst class is: 577. Reactant: [NH2:1][C:2]1[CH:3]=[CH:4][C:5]([CH3:13])=[C:6]([CH:12]=1)[C:7]([O:9][CH2:10][CH3:11])=[O:8].Cl[CH2:15][C:16]1[CH:24]=[CH:23][C:19]([C:20](Cl)=[O:21])=[CH:18][C:17]=1[C:25]([F:28])([F:27])[F:26].[CH3:29][N:30]1[CH2:35][CH2:34][NH:33][CH2:32][CH2:31]1.C([O-])([O-])=O.[K+].[K+]. Product: [CH3:13][C:5]1[CH:4]=[CH:3][C:2]([NH:1][C:20](=[O:21])[C:19]2[CH:23]=[CH:24][C:16]([CH2:15][N:33]3[CH2:34][CH2:35][N:30]([CH3:29])[CH2:31][CH2:32]3)=[C:17]([C:25]([F:28])([F:27])[F:26])[CH:18]=2)=[CH:12][C:6]=1[C:7]([O:9][CH2:10][CH3:11])=[O:8].